From a dataset of Peptide-MHC class I binding affinity with 185,985 pairs from IEDB/IMGT. Regression. Given a peptide amino acid sequence and an MHC pseudo amino acid sequence, predict their binding affinity value. This is MHC class I binding data. (1) The peptide sequence is GTQDQSLYL. The MHC is HLA-A66:01 with pseudo-sequence HLA-A66:01. The binding affinity (normalized) is 0.213. (2) The peptide sequence is AERGPGQML. The MHC is HLA-A03:01 with pseudo-sequence HLA-A03:01. The binding affinity (normalized) is 0. (3) The peptide sequence is IVLFQRFLR. The MHC is HLA-A02:03 with pseudo-sequence HLA-A02:03. The binding affinity (normalized) is 0.00366.